This data is from Peptide-MHC class II binding affinity with 134,281 pairs from IEDB. The task is: Regression. Given a peptide amino acid sequence and an MHC pseudo amino acid sequence, predict their binding affinity value. This is MHC class II binding data. The peptide sequence is KNLTGLVSAGPKAKS. The MHC is DRB1_0101 with pseudo-sequence DRB1_0101. The binding affinity (normalized) is 1.00.